This data is from Full USPTO retrosynthesis dataset with 1.9M reactions from patents (1976-2016). The task is: Predict the reactants needed to synthesize the given product. (1) Given the product [ClH:31].[C:1]([C:5]1[CH:6]=[C:7]([CH:36]=[CH:37][CH:38]=1)[CH2:8][NH:9][C@H:17]1[CH2:16][S:15](=[O:19])(=[O:18])[CH2:14][C@@H:13]([CH2:20][C:21]2[CH:26]=[C:25]([F:27])[C:24]([NH:28][C:29](=[O:32])[CH2:30][O:40][CH3:39])=[C:23]([CH2:33][CH3:34])[CH:22]=2)[C@@H:12]1[OH:11])([CH3:4])([CH3:2])[CH3:3], predict the reactants needed to synthesize it. The reactants are: [C:1]([C:5]1[CH:6]=[C:7]([CH:36]=[CH:37][CH:38]=1)[CH2:8][N:9]1[C@@H:17]2[C@H:12]([C@H:13]([CH2:20][C:21]3[CH:26]=[C:25]([F:27])[C:24]([NH:28][C:29](=[O:32])[CH2:30][Cl:31])=[C:23]([CH2:33][CH3:34])[CH:22]=3)[CH2:14][S:15](=[O:19])(=[O:18])[CH2:16]2)[O:11]C1=O)([CH3:4])([CH3:3])[CH3:2].[CH3:39][O:40]CC(Cl)=O. (2) Given the product [C:1]([NH:4][C:5]1[CH:13]=[CH:12][C:8]([C:9]([NH:11][C:14]([N:30]2[CH2:31][CH2:32][CH:27]([CH2:26][C:25]3[CH:24]=[CH:23][C:22]([F:21])=[CH:34][CH:33]=3)[CH2:28][CH2:29]2)=[O:18])=[O:10])=[CH:7][CH:6]=1)(=[O:3])[CH3:2], predict the reactants needed to synthesize it. The reactants are: [C:1]([NH:4][C:5]1[CH:13]=[CH:12][C:8]([C:9]([NH2:11])=[O:10])=[CH:7][CH:6]=1)(=[O:3])[CH3:2].[C:14](Cl)(=[O:18])C(Cl)=O.Cl.[F:21][C:22]1[CH:34]=[CH:33][C:25]([CH2:26][CH:27]2[CH2:32][CH2:31][NH:30][CH2:29][CH2:28]2)=[CH:24][CH:23]=1.C(N(CC)CC)C. (3) Given the product [NH2:1]/[C:7](/[O:6][CH2:4][CH3:5])=[CH:8]\[C:9](=[O:14])[C:10]([F:13])([F:12])[F:11], predict the reactants needed to synthesize it. The reactants are: [NH3:1].CO.[CH2:4]([O:6][C:7](OCC)=[CH:8][C:9](=[O:14])[C:10]([F:13])([F:12])[F:11])[CH3:5]. (4) Given the product [C:1]1([C:20]2[CH:21]=[CH:22][CH:23]=[CH:24][CH:25]=2)[CH:2]=[CH:3][C:4]([CH2:7][C@@H:8]([N:12]([C:13]([O:15][C:16]([CH3:19])([CH3:18])[CH3:17])=[O:14])[CH3:30])[C:9]([OH:11])=[O:10])=[CH:5][CH:6]=1, predict the reactants needed to synthesize it. The reactants are: [C:1]1([C:20]2[CH:25]=[CH:24][CH:23]=[CH:22][CH:21]=2)[CH:6]=[CH:5][C:4]([CH2:7][CH:8]([NH:12][C:13]([O:15][C:16]([CH3:19])([CH3:18])[CH3:17])=[O:14])[C:9]([OH:11])=[O:10])=[CH:3][CH:2]=1.IC.[H-].[Na+].[C:30](OCC)(=O)C. (5) Given the product [CH3:67][O:66][C:63]1[CH:64]=[CH:65][C:60]([C:56]2[CH:55]=[C:54]3[C:59](=[CH:58][CH:57]=2)[CH:51]([OH:50])[CH2:52][CH2:53]3)=[C:61]([NH:68][C:69]2[CH:74]=[CH:73][C:72]([O:75][CH2:76][CH2:77][N:78]3[CH2:83][CH2:82][CH2:81][CH2:80][CH2:79]3)=[CH:71][CH:70]=2)[CH:62]=1, predict the reactants needed to synthesize it. The reactants are: [Si](OC1C2C(=CC(C3C=CC(OC)=CC=3N)=CC=2)CC1)(C(C)(C)C)(C)C.BrC1C=CC(OCCN2CCCCC2)=CC=1.[Si]([O:50][CH:51]1[C:59]2[C:54](=[CH:55][C:56]([C:60]3[CH:65]=[CH:64][C:63]([O:66][CH3:67])=[CH:62][C:61]=3[NH:68][C:69]3[CH:74]=[CH:73][C:72]([O:75][CH2:76][CH2:77][N:78]4[CH2:83][CH2:82][CH2:81][CH2:80][CH2:79]4)=[CH:71][CH:70]=3)=[CH:57][CH:58]=2)[CH2:53][CH2:52]1)(C(C)(C)C)(C)C. (6) Given the product [N:19](=[CH:13]/[C:12]1[C:11]([OH:18])=[CH:10][C:9]([O:8][CH2:7][CH2:6][CH2:5][CH2:4][CH2:3][CH2:2][Br:1])=[CH:16][CH:15]=1)\[N:20]=[CH:13]\[C:12]1[C:11]([OH:17])=[CH:10][C:9]([O:8][CH2:7][CH2:6][CH2:5][CH2:4][CH2:3][CH2:2][Br:1])=[CH:16][CH:15]=1, predict the reactants needed to synthesize it. The reactants are: [Br:1][CH2:2][CH2:3][CH2:4][CH2:5][CH2:6][CH2:7][O:8][C:9]1[CH:16]=[CH:15][C:12]([CH:13]=O)=[C:11]([OH:17])[CH:10]=1.[OH2:18].[NH2:19][NH2:20]. (7) Given the product [Br:1][CH2:2][C:3]1[O:7][N:6]=[C:5]([C:8]([NH:26][C@@H:27]([CH3:43])[CH2:28][N:29]2[CH:33]=[CH:32][C:31]([C:34]3[CH:41]=[CH:40][C:37]([C:38]#[N:39])=[C:36]([Cl:42])[CH:35]=3)=[N:30]2)=[O:10])[CH:4]=1, predict the reactants needed to synthesize it. The reactants are: [Br:1][CH2:2][C:3]1[O:7][N:6]=[C:5]([C:8]([OH:10])=O)[CH:4]=1.C1CCC(N=C=NC2CCCCC2)CC1.[NH2:26][C@@H:27]([CH3:43])[CH2:28][N:29]1[CH:33]=[CH:32][C:31]([C:34]2[CH:41]=[CH:40][C:37]([C:38]#[N:39])=[C:36]([Cl:42])[CH:35]=2)=[N:30]1.